This data is from Experimentally validated miRNA-target interactions with 360,000+ pairs, plus equal number of negative samples. The task is: Binary Classification. Given a miRNA mature sequence and a target amino acid sequence, predict their likelihood of interaction. (1) The miRNA is hsa-miR-3680-3p with sequence UUUUGCAUGACCCUGGGAGUAGG. The protein sequence of the target gene is MVAKDYPFYLTVKRANCSLELPPASGPAKDAEEPSNKRVKPLSRVTSLANLIPPVKATPLKRFSQTLQRSISFRSESRPDILAPRPWSRNAAPSSTKRRDSKLWSETFDVCVNQMLTSKEIKRQEAIFELSQGEEDLIEDLKLAKKAYHDPMLKLSIMTEQELNQIFGTLDSLIPLHEELLSQLRDVRKPDGSTEHVGPILVGWLPCLSSYDSYCSNQVAAKALLDHKKQDHRVQDFLQRCLESPFSRKLDLWNFLDIPRSRLVKYPLLLREILRHTPNDNPDQQHLEEAINIIQGIVAE.... Result: 1 (interaction). (2) The miRNA is mmu-miR-496a-3p with sequence UGAGUAUUACAUGGCCAAUCUC. The protein sequence of the target gene is MYSMMMETDLHSPGGAQAPTNLSGPAGAGGGGGGGGGGGGGGGTKANQDRVKRPMNAFMVWSRGQRRKMAQENPKMHNSEISKRLGAEWKVMSEAEKRPFIDEAKRLRALHMKEHPDYKYRPRRKTKTLLKKDKYSLAGGLLAAGAGGGGAAVAMGVGVGVGAAAVGQRLESPGGAAGGGYAHVNGWANGAYPGSVAAAAAAAAMMQEAQLAYGQHPGAGGAHPHAHPAHPHPHHPHAHPHNPQPMHRYDMGALQYSPISNSQGYMSASPSGYGGIPYGAAAAAAAAAGGAHQNSAVAAA.... Result: 0 (no interaction). (3) The miRNA is hsa-miR-548aa with sequence AAAAACCACAAUUACUUUUGCACCA. The protein sequence of the target gene is MSRPRKRLAGTSGSDKGLSGKRTKTENSGEALAKVEDSNPQKTSATKNCLKNLSSHWLMKSEPESRLEKGVDVKFSIEDLKAQPKQTTCWDGVRNYQARNFLRAMKLGEEAFFYHSNCKEPGIAGLMKIVKEAYPDHTQFEKNNPHYDPSSKEDNPKWSMVDVQFVRMMKRFIPLAELKSYHQAHKATGGPLKNMVLFTRQRLSIQPLTQEEFDFVLSLEEKEPS. Result: 1 (interaction). (4) The miRNA is mmu-miR-410-3p with sequence AAUAUAACACAGAUGGCCUGU. The protein sequence of the target gene is MPLSLGAEMWGPEAWLLLLLLLASFTGRCPAGELETSDVVTVVLGQDAKLPCFYRGDSGEQVGQVAWARVDAGEGAQELALLHSKYGLHVSPAYEGRVEQPPPPRNPLDGSVLLRNAVQADEGEYECRVSTFPAGSFQARLRLRVLVPPLPSLNPGPALEEGQGLTLAASCTAEGSPAPSVTWDTEVKGTTSSRSFKHSRSAAVTSEFHLVPSRSMNGQPLTCVVSHPGLLQDQRITHILHVSFLAEASVRGLEDQNLWHIGREGAMLKCLSEGQPPPSYNWTRLDGPLPSGVRVDGDTL.... Result: 0 (no interaction). (5) The miRNA is hsa-miR-3135b with sequence GGCUGGAGCGAGUGCAGUGGUG. The protein sequence of the target gene is MALTSDLGKQIKLKEVEGTLLQPATVDNWSQIQSFEAKPDDLLICTYPKAGTTWIQEIVDMIEQNGDVEKCQRAIIQHRHPFIEWARPPQPSGVEKAKAMPSPRILKTHLSTQLLPPSFWENNCKFLYVARNAKDCMVSYYHFQRMNHMLPDPGTWEEYFETFINGKVVWGSWFDHVKGWWEMKDRHQILFLFYEDIKRDPKHEIRKVMQFMGKKVDETVLDKIVQETSFEKMKENPMTNRSTVSKSILDQSISSFMRKGTVGDWKNHFTVAQNERFDEIYRRKMEGTSINFCMEL. Result: 0 (no interaction). (6) The miRNA is hsa-miR-6726-5p with sequence CGGGAGCUGGGGUCUGCAGGU. The protein sequence of the target gene is MPRGSRSAASRPASRPAAPSAHPPAHPPPSAAAPAPAPSGQPGLMAQMATTAAGVAVGSAVGHVMGSALTGAFSGGSSEPSQPAVQQAPTPAAPQPLQMGPCAYEIRQFLDCSTTQSDLSLCEGFSEALKQCKYYHGLSSLP. Result: 1 (interaction). (7) Result: 0 (no interaction). The miRNA is hsa-miR-4700-3p with sequence CACAGGACUGACUCCUCACCCCAGUG. The protein sequence of the target gene is MAKGDPKKPKGKMSAYAFFVQTCREEHKKKNPEVPVNFAEFSKKCSERWKTMSGKEKSKFDEMAKADKVRYDREMKDYGPAKGGKKKKDPNAPKRPPSGFFLFCSEFRPKIKSANPGISIGDVAKKLGEMWNNLSDSEKQPYINKAAKLKEKYEKDVADYKSKGKFDGAKGAAKVARKKVEEEDEEDEEEEEEEEEEEDE.